The task is: Regression. Given a peptide amino acid sequence and an MHC pseudo amino acid sequence, predict their binding affinity value. This is MHC class I binding data.. This data is from Peptide-MHC class I binding affinity with 185,985 pairs from IEDB/IMGT. The MHC is HLA-B48:01 with pseudo-sequence HLA-B48:01. The binding affinity (normalized) is 0.0847. The peptide sequence is HPRARSMSS.